Predict the reaction yield, written as a fraction of the theoretical maximum amount of product (1.0 means a 100% yield; for example, 0.34 means a 34% yield). From a dataset of Reaction yield outcomes from USPTO patents with 853,638 reactions. (1) The reactants are Cl[C:2]1[N:9]=[CH:8][CH:7]=[CH:6][C:3]=1[C:4]#[N:5].[F:10][C:11]1[CH:16]=[CH:15][CH:14]=[C:13]([O:17][CH3:18])[C:12]=1B(O)O. No catalyst specified. The product is [F:10][C:11]1[CH:16]=[CH:15][C:14]([C:2]2[N:9]=[CH:8][CH:7]=[CH:6][C:3]=2[C:4]#[N:5])=[C:13]([O:17][CH3:18])[CH:12]=1. The yield is 0.850. (2) The reactants are [O:1]1[CH:5]=[CH:4][C:3]([NH:6][C:7](=[O:13])[O:8][C:9]([CH3:12])([CH3:11])[CH3:10])=[CH:2]1.CN(CCN(C)C)C.C([Li])CCC.[C:27](=O)([O:30]C)[O:28][CH3:29]. The catalyst is C1COCC1. The product is [CH3:29][O:28][C:27]([C:2]1[O:1][CH:5]=[CH:4][C:3]=1[NH:6][C:7](=[O:13])[O:8][C:9]([CH3:10])([CH3:12])[CH3:11])=[O:30]. The yield is 0.510.